This data is from Experimentally validated miRNA-target interactions with 360,000+ pairs, plus equal number of negative samples. The task is: Binary Classification. Given a miRNA mature sequence and a target amino acid sequence, predict their likelihood of interaction. (1) The miRNA is mmu-miR-465b-3p with sequence GAUCAGGGCCUUUCUAAGUAGA. The protein sequence of the target gene is MRASGQGPQRRRRGWATRDDSAVTFRDPQPRQPAGGARALRGPDPRGPARAHQAGPLLAGARRSQHMVGGAPPRPAETGCSRSRMTQKNSKLCARANVYTQVPDGGWGWAVAVSFFFVEVFTYGIIKSFGVFFNDLMDSFDESNSKISWIISICVFVLTFTAPLSTVLSNRFGHRLVVMAGGLLISLGMITASFSQRVYHMYISIGVISGLGYCFSFLPTVTILSQYFDKRRSVVTAVASTGECFAVFAFAPAITALKEHIGWRYSLLFVGLLQLNIMVCGALLRPIIIQGPGQSPKAVT.... Result: 0 (no interaction). (2) The miRNA is hsa-miR-1200 with sequence CUCCUGAGCCAUUCUGAGCCUC. Result: 1 (interaction). The protein sequence of the target gene is MCGNTMSVPLLTDAATVSGAERETAAVIFLHGLGDTGHSWADALSTIRLPHVKYICPHAPRIPVTLNMKMVMPSWFDLMGLSPDAPEDEAGIKKAAENIKALIEHEMKNGIPANRIVLGGFSQGGALSLYTALTCPHPLAGIVALSCWLPLHRAFPQAANGSAKDLAILQCHGELDPMVPVRFGALTAEKLRSVVTPARVQFKTYPGVMHSSCPQEMAAVKEFLEKLLPPV. (3) The miRNA is hsa-miR-8064 with sequence AGCACACUGAGCGAGCGGAC. The protein sequence of the target gene is MNGYAEFPPSPSNPTKEPVEPQPSQVPLQEDVDMSSGSSGHETNENCSTGRDSQGSDCDDSGKELGMLVEPPDARQSPDTFSLMMAKSEHNPSTSGCSSDQSSKVDTHKELIKTLKELKVHLPADKKAKGKASTLATLKYALRSVKQVKANEEYYQLLMSSEGHPCGADVPSYTVEEMESVTSEHIVKNADMFAVAVSLVSGKILYISDQVASIFHCKRDAFSDAKFVEFLAPHDVGVFHSFTSPYKLPLWSMCSGADSFTQECMEEKSFFCRVSVRKSHENEIRYHPFRMTPYLVKVRD.... Result: 1 (interaction). (4) The miRNA is hsa-miR-4735-5p with sequence CCUAAUUUGAACACCUUCGGUA. The protein sequence of the target gene is MEPGGEPTGAKESSTLMESLAAVKAAFLAQAPSGSRSAEVQAAQSTEPAAEAGAPEGEGHRGGPPRALGSLGLCENQEARERPGGSPRGPVTSEKTGGQSGLESDVPPNAGPGAEGGGSWKGRPFPCGACGRSFKCSSDAAKHRSIHSGEKPYECSDCGKAFIHSSHVVRHQRAHSGERPYACAECGKAFGQSFNLLRHQRVHTGEKPYACADCGKAFGQRSDAAKHRRTHTGERLYACGECGKRFLHSSNVVRHRRTHHGENPYECRECGQAFSQSSNLLQHQRVHTGERPFACQDCGR.... Result: 1 (interaction). (5) The miRNA is hsa-miR-675-5p with sequence UGGUGCGGAGAGGGCCCACAGUG. The protein sequence of the target gene is MGENEDEKQAQAGQVFENFVQASTCKGTLQAFNILTRHLDLDPLDHRNFYSKLKSKVTTWKAKALWYKLDKRGSHKEYKRGKSCTNTKCLIVGGGPCGLRTAIELAYLGAKVVVVEKRDSFSRNNVLHLWPFTIHDLRGLGAKKFYGKFCAGSIDHISIRQLQLILFKVALMLGVEIHVNVEFVKVLEPPEDQENQKIGWRAEFLPTDHSLSEFEFDVIIGADGRRNTLEGFRRKEFRGKLAIAITANFINRNSTAEAKVEEISGVAFIFNQKFFQDLKEETGIDLENIVYYKDCTHYFV.... Result: 1 (interaction). (6) The miRNA is hsa-miR-1252-3p with sequence CAAAUGAGCUUAAUUUCCUUUU. The protein sequence of the target gene is MAQVAMSTLPVEDEESSESRMVVTFLMSALESMCKELAKSKAEVACIAVYETDVFVVGTERGRAFVNTRKDFQKDFVKYCVEEEEKAAEMHKMKSTTQANRMSVDAVEIETLRKTVEDYFCFCYGKALGKSTVVPVPYEKMLRDQSAVVVQGLPEGVAFKHPENYDLATLKWILENKAGISFIIKRPFLEPKKHVGGRVMVTDADRSILSPGGSCGPIKVKTEPTEDSGISLEMAAVTVKEESEDPDYYQYNIQAGPSETDDVDEKQPLSKPLQGSHHSSEGNEGTEMEVPAEDSTQHVP.... Result: 1 (interaction). (7) The miRNA is mmu-miR-325-3p with sequence UUUAUUGAGCACCUCCUAUCAA. The protein sequence of the target gene is MPEFVVTALLAPSRLSLKLLRALVMSLVYLAALVAAFVYSCIALTHVMCRPRRGCCGRQRLSPPECLRDPTLGEHCFLTLRVSVPPVKSSGLRLHYVSAGHGNGPLMLFLHGFPENWFSWRYQLREFQSHFHVVAVDMRGYSPSDAPKEVDCYTIDLLLDDIKDTILGLGYSKCILVSHDWGASLAWEFSIYYPSLVERMVVANGPPMSVIQEYSIHHIGQIFRSNYMFLFQLPWLPEKLLSMSDFQILKDTFTHRKNGIPGLTPSELEAFLYHFSQPGCLTGPINYYRNVFRNFPLEPK.... Result: 1 (interaction). (8) The miRNA is dre-miR-9-5p with sequence UCUUUGGUUAUCUAGCUGUAUGA. The protein sequence of the target gene is MMGIFLASVGFMFFSVLYVQQGLSSQAKFTELPRNVTATEGQNVEMSCAFQSGSASVYLEIQWWFLRGPEDLEQGTEAAGSQVELLPDRDPDNDGTKISTVKVQGNDISHKLQISKVRKKDEGLYECRVTDANYGELQEHKAQAYLKVNANSHARRMQAFEASPMWLQDTKPRKNASSVVPSSVHNSANQRMHSTSSPQAVAKIPKQSPQSGARIATSHGLSVLLLVCGFVKGALL. Result: 0 (no interaction). (9) The miRNA is hsa-miR-208a-3p with sequence AUAAGACGAGCAAAAAGCUUGU. The protein sequence of the target gene is MDESALLDLLECPVCLERLDASAKVLPCQHTFCKRCLLGIVGSRNELRCPECRTLVGSGVEELPSNILLVRLLDGIKQRPWKPGPGGGSGTNCTNALRSQSSTVANCSSKDLQSSQGGQQPRVQSWSPPVRGIPQLPCAKALYNYEGKEPGDLKFSKGDIIILRRQVDENWYHGEVNGIHGFFPTNFVQIIKPLPQPPPQCKALYDFEVKDKEADKDCLPFAKDDVLTVIRRVDENWAEGMLADKIGIFPISYVEFNSAAKQLIEWDKPPVPGVDAGECSSAAAQSSTAPKHSDTKKNTK.... Result: 0 (no interaction). (10) The miRNA is hsa-miR-7152-5p with sequence UUUCCUGUCCUCCAACCAGACC. The protein sequence of the target gene is MAEGEGYFAMSEDELACSPYIPLGGDFGGGDFGGGDFGGGDFGGGGSFGGHCLDYCESPTAHCNVLNWEQVQRLDGILSETIPIHGRGNFPTLELQPSLIVKVVRRRLAEKRIGVRDVRLNGSAASHVLHQDSGLGYKDLDLIFCADLRGEGEFQTVKDVVLDCLLDFLPEGVNKEKITPLTLKEAYVQKMVKVCNDSDRWSLISLSNNSGKNVELKFVDSLRRQFEFSVDSFQIKLDSLLLFYECSENPMTETFHPTIIGESVYGDFQEAFDHLCNKIIATRNPEEIRGGGLLKYCNLL.... Result: 1 (interaction).